The task is: Regression. Given two drug SMILES strings and cell line genomic features, predict the synergy score measuring deviation from expected non-interaction effect.. This data is from NCI-60 drug combinations with 297,098 pairs across 59 cell lines. (1) Drug 2: CC1=C(C=C(C=C1)C(=O)NC2=CC(=CC(=C2)C(F)(F)F)N3C=C(N=C3)C)NC4=NC=CC(=N4)C5=CN=CC=C5. Synergy scores: CSS=33.7, Synergy_ZIP=5.82, Synergy_Bliss=6.95, Synergy_Loewe=9.54, Synergy_HSA=9.81. Cell line: CAKI-1. Drug 1: CC12CCC(CC1=CCC3C2CCC4(C3CC=C4C5=CN=CC=C5)C)O. (2) Drug 2: C(CC(=O)O)C(=O)CN.Cl. Drug 1: CNC(=O)C1=CC=CC=C1SC2=CC3=C(C=C2)C(=NN3)C=CC4=CC=CC=N4. Synergy scores: CSS=13.9, Synergy_ZIP=-6.47, Synergy_Bliss=-4.99, Synergy_Loewe=-5.33, Synergy_HSA=-3.14. Cell line: SF-295. (3) Drug 1: CC1=C(C=C(C=C1)C(=O)NC2=CC(=CC(=C2)C(F)(F)F)N3C=C(N=C3)C)NC4=NC=CC(=N4)C5=CN=CC=C5. Drug 2: CC1CCC2CC(C(=CC=CC=CC(CC(C(=O)C(C(C(=CC(C(=O)CC(OC(=O)C3CCCCN3C(=O)C(=O)C1(O2)O)C(C)CC4CCC(C(C4)OC)O)C)C)O)OC)C)C)C)OC. Cell line: KM12. Synergy scores: CSS=-3.74, Synergy_ZIP=5.90, Synergy_Bliss=3.92, Synergy_Loewe=-3.68, Synergy_HSA=-4.95. (4) Synergy scores: CSS=24.2, Synergy_ZIP=-1.58, Synergy_Bliss=1.20, Synergy_Loewe=2.94, Synergy_HSA=3.25. Drug 2: C1CC(C1)(C(=O)O)C(=O)O.[NH2-].[NH2-].[Pt+2]. Cell line: MDA-MB-231. Drug 1: CC1=C(C=C(C=C1)NC2=NC=CC(=N2)N(C)C3=CC4=NN(C(=C4C=C3)C)C)S(=O)(=O)N.Cl. (5) Drug 1: CN1C(=O)N2C=NC(=C2N=N1)C(=O)N. Drug 2: CC12CCC3C(C1CCC2OP(=O)(O)O)CCC4=C3C=CC(=C4)OC(=O)N(CCCl)CCCl.[Na+]. Cell line: UO-31. Synergy scores: CSS=19.9, Synergy_ZIP=-10.2, Synergy_Bliss=-15.4, Synergy_Loewe=-14.2, Synergy_HSA=-12.8. (6) Drug 1: CC1=C(C=C(C=C1)NC2=NC=CC(=N2)N(C)C3=CC4=NN(C(=C4C=C3)C)C)S(=O)(=O)N.Cl. Drug 2: CC1=CC2C(CCC3(C2CCC3(C(=O)C)OC(=O)C)C)C4(C1=CC(=O)CC4)C. Cell line: SK-OV-3. Synergy scores: CSS=4.78, Synergy_ZIP=6.38, Synergy_Bliss=9.54, Synergy_Loewe=7.49, Synergy_HSA=7.66. (7) Drug 1: COC1=CC(=CC(=C1O)OC)C2C3C(COC3=O)C(C4=CC5=C(C=C24)OCO5)OC6C(C(C7C(O6)COC(O7)C8=CC=CS8)O)O. Drug 2: CCN(CC)CCNC(=O)C1=C(NC(=C1C)C=C2C3=C(C=CC(=C3)F)NC2=O)C. Cell line: K-562. Synergy scores: CSS=43.5, Synergy_ZIP=1.84, Synergy_Bliss=3.78, Synergy_Loewe=-9.36, Synergy_HSA=2.61.